Dataset: Peptide-MHC class II binding affinity with 134,281 pairs from IEDB. Task: Regression. Given a peptide amino acid sequence and an MHC pseudo amino acid sequence, predict their binding affinity value. This is MHC class II binding data. (1) The peptide sequence is EGDAVGSILLNFGTF. The MHC is DRB1_0101 with pseudo-sequence DRB1_0101. The binding affinity (normalized) is 0.515. (2) The peptide sequence is LLYDVIPVSYTSSDD. The MHC is DRB1_0101 with pseudo-sequence DRB1_0101. The binding affinity (normalized) is 0.769. (3) The peptide sequence is LINVIHAFQYVIYGTASFFF. The MHC is DRB1_1501 with pseudo-sequence DRB1_1501. The binding affinity (normalized) is 0. (4) The peptide sequence is EWVAMTKGEGGVWTF. The MHC is HLA-DPA10201-DPB11401 with pseudo-sequence HLA-DPA10201-DPB11401. The binding affinity (normalized) is 0. (5) The peptide sequence is LSDISLKLTSGKIAS. The MHC is HLA-DQA10401-DQB10402 with pseudo-sequence HLA-DQA10401-DQB10402. The binding affinity (normalized) is 0.